This data is from Reaction yield outcomes from USPTO patents with 853,638 reactions. The task is: Predict the reaction yield, written as a fraction of the theoretical maximum amount of product (1.0 means a 100% yield; for example, 0.34 means a 34% yield). (1) The reactants are [CH3:1][C:2]([CH3:27])([CH3:26])[CH:3]=[CH:4][C:5]1[N:6]([CH2:23][CH2:24][CH3:25])[C:7]([C:10]2[CH:15]=[CH:14][N:13]=[C:12]([NH:16][C:17]3[CH:22]=[CH:21][CH:20]=[CH:19][CH:18]=3)[N:11]=2)=[CH:8][N:9]=1. The yield is 0.860. The product is [CH3:1][C:2]([CH3:26])([CH3:27])[CH2:3][CH2:4][C:5]1[N:6]([CH2:23][CH2:24][CH3:25])[C:7]([C:10]2[CH:15]=[CH:14][N:13]=[C:12]([NH:16][C:17]3[CH:22]=[CH:21][CH:20]=[CH:19][CH:18]=3)[N:11]=2)=[CH:8][N:9]=1. The catalyst is [Pd].C(O)C. (2) The reactants are [H-].C([Al+]CC(C)C)C(C)C.[Br:11][C:12]1[CH:13]=[C:14]([CH:18]([N:25]2[CH:29]=[C:28]([C:30]3[C:31]4[CH:38]=[CH:37][N:36]([CH2:39][O:40][CH2:41][CH2:42][Si:43]([CH3:46])([CH3:45])[CH3:44])[C:32]=4[N:33]=[CH:34][N:35]=3)[CH:27]=[N:26]2)[CH2:19][C:20](OCC)=[O:21])[CH:15]=[CH:16][CH:17]=1.C(Cl)Cl. The catalyst is CCCCCC. The product is [Br:11][C:12]1[CH:13]=[C:14]([CH:18]([N:25]2[CH:29]=[C:28]([C:30]3[C:31]4[CH:38]=[CH:37][N:36]([CH2:39][O:40][CH2:41][CH2:42][Si:43]([CH3:44])([CH3:46])[CH3:45])[C:32]=4[N:33]=[CH:34][N:35]=3)[CH:27]=[N:26]2)[CH2:19][CH:20]=[O:21])[CH:15]=[CH:16][CH:17]=1. The yield is 0.700. (3) The reactants are [CH3:1][Zn]C.[CH3:4][O:5][C:6]1[C:26]([O:27][CH3:28])=[C:25]([O:29][CH3:30])[CH:24]=[C:23]([CH3:31])[C:7]=1[C:8]([C:10]1[C:11]([O:21][CH3:22])=[N:12][CH:13]=[C:14](Br)[C:15]=1[C:16]([F:19])([F:18])[F:17])=[O:9].O. The catalyst is O1CCCC1.C1C=CC([P]([Pd]([P](C2C=CC=CC=2)(C2C=CC=CC=2)C2C=CC=CC=2)([P](C2C=CC=CC=2)(C2C=CC=CC=2)C2C=CC=CC=2)[P](C2C=CC=CC=2)(C2C=CC=CC=2)C2C=CC=CC=2)(C2C=CC=CC=2)C2C=CC=CC=2)=CC=1. The product is [CH3:4][O:5][C:6]1[C:26]([O:27][CH3:28])=[C:25]([O:29][CH3:30])[CH:24]=[C:23]([CH3:31])[C:7]=1[C:8]([C:10]1[C:11]([O:21][CH3:22])=[N:12][CH:13]=[C:14]([CH3:1])[C:15]=1[C:16]([F:19])([F:18])[F:17])=[O:9]. The yield is 0.960. (4) The reactants are Br[C:2]1[CH:3]=[CH:4][C:5]([F:29])=[C:6]([C:8]2([C:19]3[CH:24]=[CH:23][N:22]=[C:21]([C:25]([F:28])([F:27])[F:26])[CH:20]=3)[C:16]3[C:11](=[C:12]([F:17])[CH:13]=[CH:14][CH:15]=3)[C:10]([NH2:18])=[N:9]2)[CH:7]=1.CC1(C)C(C)(C)OB([C:38]2[CH:39]=[N:40][CH:41]=[C:42]([CH:45]=2)[C:43]#[N:44])O1. No catalyst specified. The product is [NH2:18][C:10]1[C:11]2[C:16](=[CH:15][CH:14]=[CH:13][C:12]=2[F:17])[C:8]([C:6]2[CH:7]=[C:2]([C:38]3[CH:39]=[N:40][CH:41]=[C:42]([CH:45]=3)[C:43]#[N:44])[CH:3]=[CH:4][C:5]=2[F:29])([C:19]2[CH:24]=[CH:23][N:22]=[C:21]([C:25]([F:27])([F:28])[F:26])[CH:20]=2)[N:9]=1. The yield is 0.650. (5) The product is [NH:30]1[CH:31]=[C:32]([NH:37][C:19]([C:6]2[C:5]3[C:9](=[CH:10][C:2]([Br:1])=[CH:3][CH:4]=3)[N:8]([CH2:11][O:12][CH2:13][CH2:14][Si:15]([CH3:16])([CH3:17])[CH3:18])[N:7]=2)=[O:21])[CH:33]=[N:38]1. The yield is 0.820. The catalyst is C(Cl)Cl.CN(C=O)C. The reactants are [Br:1][C:2]1[CH:10]=[C:9]2[C:5]([C:6]([C:19]([OH:21])=O)=[N:7][N:8]2[CH2:11][O:12][CH2:13][CH2:14][Si:15]([CH3:18])([CH3:17])[CH3:16])=[CH:4][CH:3]=1.CN(C(O[N:30]1[N:38]=[N:37][C:32]2[CH:33]=CC=N[C:31]1=2)=[N+](C)C)C.F[P-](F)(F)(F)(F)F.C(N(C(C)C)CC)(C)C.N1C=C(N)C=N1. (6) The reactants are [Br:1][C:2]1[CH:3]=[CH:4][C:5](N)=[N:6][CH:7]=1.CO[CH:11](OC)[N:12]([CH3:14])[CH3:13].C[N:18](C=O)C. No catalyst specified. The product is [Br:1][C:2]1[CH:3]=[CH:4][C:5]([C:11]([N:12]([CH3:14])[CH3:13])=[NH:18])=[N:6][CH:7]=1. The yield is 0.760. (7) The reactants are [F:1][C:2]1[C:30]([F:31])=[CH:29][CH:28]=[CH:27][C:3]=1[O:4][C:5]1[CH:10]=[CH:9][C:8]([C:11]2[C:19]3[C:14](=[N:15][CH:16]=[N:17][C:18]=3[NH2:20])[N:13]([C@@H:21]3[CH2:26][CH2:25][CH2:24][NH:23][CH2:22]3)[N:12]=2)=[CH:7][CH:6]=1.CN(C(ON1N=NC2C=CC=NC1=2)=[N+](C)C)C.F[P-](F)(F)(F)(F)F.C(N(CC)CC)C.[C:63]([CH2:65][C:66](O)=[O:67])#[N:64]. No catalyst specified. The product is [NH2:20][C:18]1[N:17]=[CH:16][N:15]=[C:14]2[N:13]([C@@H:21]3[CH2:26][CH2:25][CH2:24][N:23]([C:66](=[O:67])[CH2:65][C:63]#[N:64])[CH2:22]3)[N:12]=[C:11]([C:8]3[CH:7]=[CH:6][C:5]([O:4][C:3]4[CH:27]=[CH:28][CH:29]=[C:30]([F:31])[C:2]=4[F:1])=[CH:10][CH:9]=3)[C:19]=12. The yield is 0.690.